From a dataset of Forward reaction prediction with 1.9M reactions from USPTO patents (1976-2016). Predict the product of the given reaction. (1) Given the reactants [SH:1][C:2]1[CH:7]=[CH:6][C:5]([OH:8])=[CH:4][CH:3]=1.[OH-].[K+].[F:11][C:12]([F:22])([F:21])[C:13]1[CH:20]=[CH:19][C:16]([CH2:17]Br)=[CH:15][CH:14]=1, predict the reaction product. The product is: [F:11][C:12]([F:21])([F:22])[C:13]1[CH:20]=[CH:19][C:16]([CH2:17][S:1][C:2]2[CH:7]=[CH:6][C:5]([OH:8])=[CH:4][CH:3]=2)=[CH:15][CH:14]=1. (2) Given the reactants Br[C:2]1[CH:3]=[C:4]2[C:9](=[CH:10][CH:11]=1)[N:8]=[C:7]([CH3:12])[C:6]([C:13](=[O:18])[C:14]([F:17])([F:16])[F:15])=[C:5]2[C:19]1[CH:24]=[CH:23][C:22]([S:25]([CH3:28])(=[O:27])=[O:26])=[CH:21][CH:20]=1.[CH3:29][C:30]1([OH:36])[CH2:35][CH2:34][NH:33][CH2:32][CH2:31]1, predict the reaction product. The product is: [F:16][C:14]([F:15])([F:17])[C:13]([C:6]1[C:7]([CH3:12])=[N:8][C:9]2[C:4]([C:5]=1[C:19]1[CH:24]=[CH:23][C:22]([S:25]([CH3:28])(=[O:27])=[O:26])=[CH:21][CH:20]=1)=[CH:3][C:2]([N:33]1[CH2:34][CH2:35][C:30]([OH:36])([CH3:29])[CH2:31][CH2:32]1)=[CH:11][CH:10]=2)=[O:18].